Regression. Given a peptide amino acid sequence and an MHC pseudo amino acid sequence, predict their binding affinity value. This is MHC class II binding data. From a dataset of Peptide-MHC class II binding affinity with 134,281 pairs from IEDB. (1) The peptide sequence is YDKFLANVSTVYTGK. The MHC is DRB1_0101 with pseudo-sequence DRB1_0101. The binding affinity (normalized) is 1.00. (2) The peptide sequence is AYPSVLGQTIRNSRW. The MHC is HLA-DPA10301-DPB10402 with pseudo-sequence HLA-DPA10301-DPB10402. The binding affinity (normalized) is 0.374. (3) The MHC is DRB1_0401 with pseudo-sequence DRB1_0401. The peptide sequence is MGNSKSKSNPSSSSE. The binding affinity (normalized) is 0.124.